Dataset: Reaction yield outcomes from USPTO patents with 853,638 reactions. Task: Predict the reaction yield, written as a fraction of the theoretical maximum amount of product (1.0 means a 100% yield; for example, 0.34 means a 34% yield). (1) The reactants are C[O:2][C:3]1[CH:4]=[C:5]2[C:9](=[CH:10][CH:11]=1)[C:8](=[O:12])[NH:7][CH2:6]2.B(Br)(Br)Br.CO. The catalyst is C(Cl)Cl. The product is [OH:2][C:3]1[CH:4]=[C:5]2[C:9](=[CH:10][CH:11]=1)[C:8](=[O:12])[NH:7][CH2:6]2. The yield is 0.720. (2) The reactants are [CH2:1]([N:8]1[CH:12]=[C:11]([C:13]2[CH:19]=[CH:18][C:16]([NH2:17])=[CH:15][C:14]=2[O:20][CH:21]([F:23])[F:22])[CH:10]=[N:9]1)[C:2]1[CH:7]=[CH:6][CH:5]=[CH:4][CH:3]=1.[C:24]([O:28][C:29]([NH:31][C@H:32]([CH2:36][CH:37]([CH3:39])[CH3:38])[C:33](O)=[O:34])=[O:30])([CH3:27])([CH3:26])[CH3:25].C(N(CC)C(C)C)(C)C.C([O-])(O)=O.[Na+]. The catalyst is ClCCl. The product is [CH2:1]([N:8]1[CH:12]=[C:11]([C:13]2[CH:19]=[CH:18][C:16]([NH:17][C:33](=[O:34])[C@H:32]([NH:31][C:29](=[O:30])[O:28][C:24]([CH3:27])([CH3:26])[CH3:25])[CH2:36][CH:37]([CH3:39])[CH3:38])=[CH:15][C:14]=2[O:20][CH:21]([F:23])[F:22])[CH:10]=[N:9]1)[C:2]1[CH:3]=[CH:4][CH:5]=[CH:6][CH:7]=1. The yield is 0.340. (3) The reactants are [N:1]([CH:4]1[C:12]2[C:7](=[C:8]([CH3:13])[CH:9]=[CH:10][CH:11]=2)[CH2:6][CH2:5]1)=[N+]=[N-].C1(P(C2C=CC=CC=2)C2C=CC=CC=2)C=CC=CC=1.Cl. The catalyst is C1COCC1.O. The product is [CH3:13][C:8]1[CH:9]=[CH:10][CH:11]=[C:12]2[C:7]=1[CH2:6][CH2:5][CH:4]2[NH2:1]. The yield is 0.720. (4) The reactants are [C:1]([Si:5]([CH3:32])([CH3:31])[O:6][CH2:7][CH2:8][N:9]1[CH2:14][CH2:13][N:12]([CH2:15][C:16]2[CH:21]=[CH:20][C:19]([NH2:22])=[C:18]([C:23]3[CH2:28][CH2:27][C:26]([CH3:30])([CH3:29])[CH2:25][CH:24]=3)[CH:17]=2)[CH2:11][CH2:10]1)([CH3:4])([CH3:3])[CH3:2].[K+].[C:34]([C:36]1[N:37]=[C:38]([C:49]([O-])=[O:50])[N:39]([CH2:41][O:42][CH2:43][CH2:44][Si:45]([CH3:48])([CH3:47])[CH3:46])[CH:40]=1)#[N:35].C1CN([P+](Br)(N2CCCC2)N2CCCC2)CC1.F[P-](F)(F)(F)(F)F.CCN(C(C)C)C(C)C. The catalyst is C(Cl)Cl. The product is [C:1]([Si:5]([CH3:32])([CH3:31])[O:6][CH2:7][CH2:8][N:9]1[CH2:14][CH2:13][N:12]([CH2:15][C:16]2[CH:21]=[CH:20][C:19]([NH:22][C:49]([C:38]3[N:39]([CH2:41][O:42][CH2:43][CH2:44][Si:45]([CH3:48])([CH3:47])[CH3:46])[CH:40]=[C:36]([C:34]#[N:35])[N:37]=3)=[O:50])=[C:18]([C:23]3[CH2:28][CH2:27][C:26]([CH3:30])([CH3:29])[CH2:25][CH:24]=3)[CH:17]=2)[CH2:11][CH2:10]1)([CH3:4])([CH3:3])[CH3:2]. The yield is 0.620. (5) The yield is 0.440. The reactants are [C:1]1([C@@H:7]([NH2:17])[CH2:8][NH:9][CH2:10][C:11]2[CH:16]=[CH:15][N:14]=[CH:13][CH:12]=2)[CH:6]=[CH:5][CH:4]=[CH:3][CH:2]=1.[C:18]([N:25]1[CH2:30][CH2:29][C:28](=O)[CH2:27][CH2:26]1)([O:20][C:21]([CH3:24])([CH3:23])[CH3:22])=[O:19].CCN(CC)CC.Cl[C:40](Cl)([O:42]C(=O)OC(Cl)(Cl)Cl)Cl. The catalyst is C(Cl)Cl. The product is [C:21]([O:20][C:18]([N:25]1[CH2:30][CH2:29][CH:28]([N:17]2[C@H:7]([C:1]3[CH:2]=[CH:3][CH:4]=[CH:5][CH:6]=3)[CH2:8][N:9]([CH2:10][C:11]3[CH:16]=[CH:15][N:14]=[CH:13][CH:12]=3)[C:40]2=[O:42])[CH2:27][CH2:26]1)=[O:19])([CH3:24])([CH3:23])[CH3:22]. (6) The reactants are C([N:4]1[C:12]2[C:7](=[CH:8][CH:9]=[C:10]([I:13])[CH:11]=2)[CH2:6][CH2:5]1)(=O)C.[OH-].[Na+].CCO. The catalyst is O. The product is [I:13][C:10]1[CH:11]=[C:12]2[C:7]([CH2:6][CH2:5][NH:4]2)=[CH:8][CH:9]=1. The yield is 0.640.